From a dataset of Reaction yield outcomes from USPTO patents with 853,638 reactions. Predict the reaction yield, written as a fraction of the theoretical maximum amount of product (1.0 means a 100% yield; for example, 0.34 means a 34% yield). (1) The reactants are [C:1]([C:5]1[C:9]([CH:10]=O)=[CH:8][N:7]([CH2:12][C:13]([NH:15][C:16]2[S:20][C:19]3[CH2:21][CH2:22][CH2:23][CH2:24][C:18]=3[C:17]=2[C:25]([NH:27][CH2:28][CH2:29][OH:30])=[O:26])=[O:14])[N:6]=1)([CH3:4])([CH3:3])[CH3:2].C(O)(=O)C.[CH2:35]([NH2:37])[CH3:36]. The catalyst is C(Cl)Cl.[Pd]. The product is [C:1]([C:5]1[C:9]([CH2:10][NH:37][CH2:35][CH3:36])=[CH:8][N:7]([CH2:12][C:13]([NH:15][C:16]2[S:20][C:19]3[CH2:21][CH2:22][CH2:23][CH2:24][C:18]=3[C:17]=2[C:25]([NH:27][CH2:28][CH2:29][OH:30])=[O:26])=[O:14])[N:6]=1)([CH3:4])([CH3:2])[CH3:3]. The yield is 0.450. (2) The reactants are CS(OS(C)(=O)=O)(=O)=O.[C:10]([C:14]1[CH:15]=[C:16]([NH:20][C:21]([NH:23][CH2:24][C:25]2[CH:30]=[CH:29][CH:28]=[CH:27][C:26]=2[NH:31][C:32]2[CH:33]=[C:34]3[C:38](=[CH:39][CH:40]=2)[N:37]([CH2:41][CH2:42][CH2:43]O)[N:36]=[CH:35]3)=O)[N:17]([CH3:19])[N:18]=1)([CH3:13])([CH3:12])[CH3:11].[CH:45]([N:48](C(C)C)CC)([CH3:47])[CH3:46].C(N)(C)C.CC#N.[OH2:61]. No catalyst specified. The product is [C:10]([C:14]1[CH:15]=[C:16]([NH:20][C:21]([NH:23][CH2:24][C:25]2[CH:30]=[CH:29][CH:28]=[CH:27][C:26]=2[NH:31][C:32]2[CH:33]=[C:34]3[C:38](=[CH:39][CH:40]=2)[N:37]([CH2:41][CH2:42][CH2:43][NH:48][CH:45]([CH3:47])[CH3:46])[N:36]=[CH:35]3)=[O:61])[N:17]([CH3:19])[N:18]=1)([CH3:13])([CH3:12])[CH3:11]. The yield is 0.200. (3) The reactants are [CH2:1]([O:8][C:9]1[CH:14]=[CH:13][NH:12][C:11](=[O:15])[CH:10]=1)[C:2]1[CH:7]=[CH:6][CH:5]=[CH:4][CH:3]=1.Br[C:17]1[S:18][C:19]([C:23]([NH:25][CH2:26][C:27]2[CH:32]=[CH:31][C:30]([F:33])=[CH:29][CH:28]=2)=[O:24])=[C:20]([CH3:22])[N:21]=1. No catalyst specified. The product is [CH2:1]([O:8][C:9]1[CH:14]=[CH:13][N:12]([C:17]2[S:18][C:19]([C:23]([NH:25][CH2:26][C:27]3[CH:32]=[CH:31][C:30]([F:33])=[CH:29][CH:28]=3)=[O:24])=[C:20]([CH3:22])[N:21]=2)[C:11](=[O:15])[CH:10]=1)[C:2]1[CH:3]=[CH:4][CH:5]=[CH:6][CH:7]=1. The yield is 0.920. (4) The reactants are [CH2:1]([O:3][C:4](=[O:17])[CH:5]=[C:6]([O:8][C:9]1[CH:14]=[CH:13][C:12]([F:15])=[CH:11][C:10]=1[F:16])[CH3:7])[CH3:2].[Br:18]N1C(=O)CCC1=O. The catalyst is C(Cl)(Cl)(Cl)Cl.C(OOC(=O)C1C=CC=CC=1)(=O)C1C=CC=CC=1. The product is [CH2:1]([O:3][C:4](=[O:17])[CH:5]=[C:6]([O:8][C:9]1[CH:14]=[CH:13][C:12]([F:15])=[CH:11][C:10]=1[F:16])[CH2:7][Br:18])[CH3:2]. The yield is 0.810.